From a dataset of Ames mutagenicity test results for genotoxicity prediction. Regression/Classification. Given a drug SMILES string, predict its toxicity properties. Task type varies by dataset: regression for continuous values (e.g., LD50, hERG inhibition percentage) or binary classification for toxic/non-toxic outcomes (e.g., AMES mutagenicity, cardiotoxicity, hepatotoxicity). Dataset: ames. The molecule is COc1c(Cl)ccc(Cl)c1C(=O)O. The result is 0 (non-mutagenic).